This data is from Catalyst prediction with 721,799 reactions and 888 catalyst types from USPTO. The task is: Predict which catalyst facilitates the given reaction. (1) Reactant: B(Cl)(Cl)Cl.[F:5][C:6]1[C:11]([CH:12]=[O:13])=[C:10]([O:14]C)[C:9]([O:16][CH3:17])=[CH:8][CH:7]=1.O. Product: [F:5][C:6]1[C:11]([CH:12]=[O:13])=[C:10]([OH:14])[C:9]([O:16][CH3:17])=[CH:8][CH:7]=1. The catalyst class is: 4. (2) Reactant: [Cl:1][C:2]1[S:3][C:4]([C:10]([O:12][CH2:13][CH3:14])=[O:11])=[C:5]([C:7](O)=[O:8])[N:6]=1.C(Cl)(=O)C([Cl:18])=O. Product: [Cl:1][C:2]1[S:3][C:4]([C:10]([O:12][CH2:13][CH3:14])=[O:11])=[C:5]([C:7]([Cl:18])=[O:8])[N:6]=1. The catalyst class is: 59. (3) The catalyst class is: 5. Reactant: [F:1][C:2]1[CH:3]=[C:4]2[C:8](=[CH:9][CH:10]=1)[NH:7][CH:6]=[CH:5]2.Cl.O.[NH:13]1[CH2:18][CH2:17][C:16](=O)[CH2:15][CH2:14]1.[OH-].[K+].O. Product: [F:1][C:2]1[CH:3]=[C:4]2[C:8](=[CH:9][CH:10]=1)[NH:7][CH:6]=[C:5]2[C:16]1[CH2:17][CH2:18][NH:13][CH2:14][CH:15]=1. (4) Product: [CH3:43][C:42]([CH3:45])([CH3:44])[CH2:41][CH2:40][N:37]1[CH2:36][CH2:35][N:34]([CH2:33][CH2:32][CH2:31][O:30][C:27]2[CH:28]=[CH:29][C:24]([C:22]([N:14]3[CH2:13][CH2:12][C:11]4[N:10]=[C:9]([CH3:47])[NH:8][C:17]=4[C:16]4[CH:18]=[CH:19][CH:20]=[CH:21][C:15]3=4)=[O:23])=[CH:25][C:26]=2[CH3:46])[CH2:39][CH2:38]1. The catalyst class is: 293. Reactant: C([N:8]1[C:17]2[C:16]3[CH:18]=[CH:19][CH:20]=[CH:21][C:15]=3[N:14]([C:22]([C:24]3[CH:29]=[CH:28][C:27]([O:30][CH2:31][CH2:32][CH2:33][N:34]4[CH2:39][CH2:38][N:37]([CH2:40][CH2:41][C:42]([CH3:45])([CH3:44])[CH3:43])[CH2:36][CH2:35]4)=[C:26]([CH3:46])[CH:25]=3)=[O:23])[CH2:13][CH2:12][C:11]=2[N:10]=[C:9]1[CH3:47])C1C=CC=CC=1.C(O)(=O)C. (5) Reactant: C([O:3][C:4]([CH:6]1[CH2:8][CH:7]1[CH2:9][N:10]1[CH2:15][CH2:14][N:13]([C:16]2[CH:21]=[CH:20][CH:19]=[C:18]([C:22]3[CH:31]=[CH:30][C:29]4[C:28]([CH3:33])([CH3:32])[CH2:27][CH2:26][C:25]([CH3:35])([CH3:34])[C:24]=4[CH:23]=3)[N:17]=2)[CH2:12][CH2:11]1)=O)C.[H-].C([Al+]CC(C)C)C(C)C.O.C(OCC)(=O)C. Product: [CH3:32][C:28]1([CH3:33])[CH2:27][CH2:26][C:25]([CH3:34])([CH3:35])[C:24]2[CH:23]=[C:22]([C:18]3[N:17]=[C:16]([N:13]4[CH2:12][CH2:11][N:10]([CH2:9][CH:7]5[CH2:8][CH:6]5[CH2:4][OH:3])[CH2:15][CH2:14]4)[CH:21]=[CH:20][CH:19]=3)[CH:31]=[CH:30][C:29]1=2. The catalyst class is: 1. (6) Reactant: [NH2:1][C:2]1[CH:3]=[CH:4][C:5]([Cl:17])=[C:6]([NH:8][C:9]2[CH2:14][CH2:13][CH2:12][C:11](=[O:15])[C:10]=2[CH3:16])[CH:7]=1.[O:18]1[C:22](=[O:23])[CH:21]=[CH:20][C:19]1=[O:24]. Product: [Cl:17][C:5]1[CH:4]=[CH:3][C:2]([NH:1][C:22](=[O:23])/[CH:21]=[CH:20]\[C:19]([OH:24])=[O:18])=[CH:7][C:6]=1[NH:8][C:9]1[CH2:14][CH2:13][CH2:12][C:11](=[O:15])[C:10]=1[CH3:16]. The catalyst class is: 1.